The task is: Predict the reaction yield, written as a fraction of the theoretical maximum amount of product (1.0 means a 100% yield; for example, 0.34 means a 34% yield).. This data is from Reaction yield outcomes from USPTO patents with 853,638 reactions. (1) The reactants are [NH2:1][C:2]1[CH:18]=[CH:17][C:5]([O:6][CH2:7][CH2:8][NH:9]C(=O)OC(C)(C)C)=[C:4]([C:19]2[N:23]([CH3:24])[N:22]=[CH:21][C:20]=2[Br:25])[CH:3]=1.[Cl:26][C:27]1[CH:35]=[C:34]2[C:30]([CH2:31][CH2:32][NH:33]2)=[CH:29][CH:28]=1.Cl.CN([CH:40]=[O:41])C. No catalyst specified. The product is [NH2:9][CH2:8][CH2:7][O:6][C:5]1[CH:17]=[CH:18][C:2]([NH:1][C:40]([N:33]2[C:34]3[C:30](=[CH:29][CH:28]=[C:27]([Cl:26])[CH:35]=3)[CH2:31][CH2:32]2)=[O:41])=[CH:3][C:4]=1[C:19]1[N:23]([CH3:24])[N:22]=[CH:21][C:20]=1[Br:25]. The yield is 0.201. (2) The reactants are Br[C:2]1[CH:3]=[C:4]2[C:8](=[CH:9][CH:10]=1)[N:7]([CH2:11][CH3:12])[CH:6]=[C:5]2[C:13]#[N:14].[S:15]1[CH:19]=[CH:18][C:17](B(O)O)=[CH:16]1.[F-].[Cs+]. The catalyst is C([O-])(O)=O.[Na+].Cl[Pd](Cl)([P](C1C=CC=CC=1)(C1C=CC=CC=1)C1C=CC=CC=1)[P](C1C=CC=CC=1)(C1C=CC=CC=1)C1C=CC=CC=1. The product is [CH2:11]([N:7]1[C:8]2[C:4](=[CH:3][C:2]([C:17]3[CH:18]=[CH:19][S:15][CH:16]=3)=[CH:10][CH:9]=2)[C:5]([C:13]#[N:14])=[CH:6]1)[CH3:12]. The yield is 0.250. (3) The reactants are [N:1]1([CH2:6][CH2:7][CH2:8][CH2:9][C:10]2[CH:26]=[CH:25][C:13]([O:14][CH2:15][C:16]3[N:17]=[C:18]([NH:21]C(=O)C)[S:19][CH:20]=3)=[CH:12][CH:11]=2)[CH:5]=[CH:4][N:3]=[N:2]1.[OH-].[Li+]. The catalyst is CO.O. The product is [N:1]1([CH2:6][CH2:7][CH2:8][CH2:9][C:10]2[CH:11]=[CH:12][C:13]([O:14][CH2:15][C:16]3[N:17]=[C:18]([NH2:21])[S:19][CH:20]=3)=[CH:25][CH:26]=2)[CH:5]=[CH:4][N:3]=[N:2]1. The yield is 0.850. (4) The reactants are N([PH3+])=NN.[PH5].N([CH:9]1[C:21]2[CH:20]=[CH:19][CH:18]=[CH:17][C:16]=2[C:15]2[C:10]1=[CH:11][CH:12]=[CH:13][CH:14]=2)=[N+]=[N-].[N+](=C1C2C=CC=CC=2C2C1=CC=CC=2)=[N-].N=NN.C1[CH2:44][O:43]CC1.[OH2:45]. No catalyst specified. The product is [CH:17]1[C:16]2[C:44](=[O:43])[C:15]3[C:10](=[CH:11][CH:12]=[CH:13][CH:14]=3)[C:9](=[O:45])[C:21]=2[CH:20]=[CH:19][CH:18]=1. The yield is 0.960. (5) The reactants are [OH:1][C:2]1[CH:3]=[CH:4][C:5]2[O:9][C:8](=[O:10])[NH:7][C:6]=2[CH:11]=1.[Si:12](Cl)([C:15]([CH3:18])([CH3:17])[CH3:16])([CH3:14])[CH3:13].N1C=CN=C1.O. The catalyst is CN(C)C=O. The product is [Si:12]([O:1][C:2]1[CH:3]=[CH:4][C:5]2[O:9][C:8](=[O:10])[NH:7][C:6]=2[CH:11]=1)([C:15]([CH3:18])([CH3:17])[CH3:16])([CH3:14])[CH3:13]. The yield is 0.730.